Dataset: Forward reaction prediction with 1.9M reactions from USPTO patents (1976-2016). Task: Predict the product of the given reaction. (1) Given the reactants Cl[C:2]1[CH:3]=[CH:4][C:5]([N+:9]([O-:11])=[O:10])=[C:6]([CH:8]=1)[NH2:7].C(=O)([O-])[O-].[K+].[K+].[CH2:18]([N:20]1[CH2:25][CH2:24][NH:23][CH2:22][CH2:21]1)[CH3:19], predict the reaction product. The product is: [CH2:18]([N:20]1[CH2:25][CH2:24][N:23]([C:2]2[CH:3]=[CH:4][C:5]([N+:9]([O-:11])=[O:10])=[C:6]([CH:8]=2)[NH2:7])[CH2:22][CH2:21]1)[CH3:19]. (2) The product is: [O:1]=[C:2]1[C:6]2([CH2:7][CH2:8][N:9]([CH2:39][CH2:40][CH2:41][N:42]3[C:50]4[C:45](=[CH:46][CH:47]=[CH:48][CH:49]=4)[CH2:44][C:43]3=[O:51])[CH2:10][CH2:11]2)[N:5]([C:12]2[CH:13]=[CH:14][CH:15]=[CH:16][CH:17]=2)[CH2:4][N:3]1[CH2:18][C:19]1[CH:20]=[C:21]([NH:25][S:26]([CH3:29])(=[O:28])=[O:27])[CH:22]=[CH:23][CH:24]=1. Given the reactants [O:1]=[C:2]1[C:6]2([CH2:11][CH2:10][NH:9][CH2:8][CH2:7]2)[N:5]([C:12]2[CH:17]=[CH:16][CH:15]=[CH:14][CH:13]=2)[CH2:4][N:3]1[CH2:18][C:19]1[CH:20]=[C:21]([NH:25][S:26]([CH3:29])(=[O:28])=[O:27])[CH:22]=[CH:23][CH:24]=1.[I-].[Na+].C(=O)([O-])[O-].[K+].[K+].Cl[CH2:39][CH2:40][CH2:41][N:42]1[C:50]2[C:45](=[CH:46][CH:47]=[CH:48][CH:49]=2)[CH2:44][C:43]1=[O:51], predict the reaction product. (3) Given the reactants Br[C:2]1[CH:7]=[CH:6][CH:5]=[CH:4][C:3]=1[CH2:8][C:9]([OH:11])=[O:10].[F:12][C:13]1[C:19]([F:20])=[C:18]([F:21])[CH:17]=[C:16]([F:22])[C:14]=1[NH2:15], predict the reaction product. The product is: [F:12][C:13]1[C:19]([F:20])=[C:18]([F:21])[CH:17]=[C:16]([F:22])[C:14]=1[NH:15][C:2]1[CH:7]=[CH:6][CH:5]=[CH:4][C:3]=1[CH2:8][C:9]([OH:11])=[O:10]. (4) Given the reactants [Cl:1][C:2]1[CH:7]=[CH:6][C:5]([C:8]2[C:9]([O:17][CH2:18][CH2:19][O:20][CH3:21])=[N:10][CH:11]=[C:12]([CH:16]=2)[C:13]([OH:15])=O)=[CH:4][C:3]=1[CH3:22].[F:23][C:24]([F:33])([F:32])[C:25]1[N:29]=[C:28]([CH2:30][NH2:31])[O:27][N:26]=1, predict the reaction product. The product is: [Cl:1][C:2]1[CH:7]=[CH:6][C:5]([C:8]2[C:9]([O:17][CH2:18][CH2:19][O:20][CH3:21])=[N:10][CH:11]=[C:12]([CH:16]=2)[C:13]([NH:31][CH2:30][C:28]2[O:27][N:26]=[C:25]([C:24]([F:33])([F:32])[F:23])[N:29]=2)=[O:15])=[CH:4][C:3]=1[CH3:22].